This data is from Full USPTO retrosynthesis dataset with 1.9M reactions from patents (1976-2016). The task is: Predict the reactants needed to synthesize the given product. (1) Given the product [OH:26][C@H:3]1[C@H:2]([O:1][CH3:32])[C:11]2[C:10]([CH2:12][O:13][CH3:14])=[CH:9][N:8]3[C:15]([CH3:19])=[C:16]([CH3:18])[N:17]=[C:7]3[C:6]=2[NH:5][C@@H:4]1[C:20]1[CH:21]=[CH:22][CH:23]=[CH:24][CH:25]=1, predict the reactants needed to synthesize it. The reactants are: [OH:1][C@@H:2]1[C:11]2[C:10]([CH2:12][O:13][CH3:14])=[CH:9][N:8]3[C:15]([CH3:19])=[C:16]([CH3:18])[N:17]=[C:7]3[C:6]=2[NH:5][C@H:4]([C:20]2[CH:25]=[CH:24][CH:23]=[CH:22][CH:21]=2)[C@H:3]1[OH:26].S(=O)(=O)(O)O.[CH3:32]O. (2) Given the product [C:23]1([C:29]2[S:30][CH:31]=[C:32]([C:34]([NH:18][C:17]3[CH:19]=[CH:20][CH:21]=[CH:22][C:16]=3[C:14]3[S:13][C:10]4[C:9]([N:15]=3)=[CH:8][C:7]([CH2:6][N:1]3[CH2:2][CH2:3][CH2:4][CH2:5]3)=[CH:12][N:11]=4)=[O:35])[N:33]=2)[CH:24]=[CH:25][CH:26]=[CH:27][CH:28]=1, predict the reactants needed to synthesize it. The reactants are: [N:1]1([CH2:6][C:7]2[CH:8]=[C:9]3[N:15]=[C:14]([C:16]4[CH:22]=[CH:21][CH:20]=[CH:19][C:17]=4[NH2:18])[S:13][C:10]3=[N:11][CH:12]=2)[CH2:5][CH2:4][CH2:3][CH2:2]1.[C:23]1([C:29]2[S:30][CH:31]=[C:32]([C:34](O)=[O:35])[N:33]=2)[CH:28]=[CH:27][CH:26]=[CH:25][CH:24]=1. (3) Given the product [CH3:9][NH:8][C:6]1[N:7]=[C:2]([C:32]2[CH:33]=[CH:34][CH:35]=[CH:36][C:31]=2[CH3:30])[N:3]=[C:4]([N:10]2[CH2:15][CH2:14][CH:13]([C:16]([NH:18][CH2:19][C:20]3[CH:25]=[CH:24][CH:23]=[CH:22][C:21]=3[C:26]([F:28])([F:29])[F:27])=[O:17])[CH2:12][CH2:11]2)[N:5]=1, predict the reactants needed to synthesize it. The reactants are: Cl[C:2]1[N:7]=[C:6]([NH:8][CH3:9])[N:5]=[C:4]([N:10]2[CH2:15][CH2:14][CH:13]([C:16]([NH:18][CH2:19][C:20]3[CH:25]=[CH:24][CH:23]=[CH:22][C:21]=3[C:26]([F:29])([F:28])[F:27])=[O:17])[CH2:12][CH2:11]2)[N:3]=1.[CH3:30][C:31]1[CH:36]=[CH:35][CH:34]=[CH:33][C:32]=1B(O)O.C([O-])([O-])=O.[Na+].[Na+].CC#N. (4) Given the product [CH2:34]([NH:36][C:37]([NH:1][C:2]1[S:3][C:4]2[CH:33]=[CH:32][CH:31]=[CH:30][C:5]=2[C:6]=1[C:7]([N:9]1[CH2:10][CH2:11][CH:12]([N:15]2[CH2:29][CH2:28][CH2:27][C:17]3([O:21][C:20](=[O:22])[N:19]([CH:23]([CH3:24])[CH3:25])[C:18]3=[O:26])[CH2:16]2)[CH2:13][CH2:14]1)=[O:8])=[S:38])[CH3:35], predict the reactants needed to synthesize it. The reactants are: [NH2:1][C:2]1[S:3][C:4]2[CH:33]=[CH:32][CH:31]=[CH:30][C:5]=2[C:6]=1[C:7]([N:9]1[CH2:14][CH2:13][CH:12]([N:15]2[CH2:29][CH2:28][CH2:27][C:17]3([O:21][C:20](=[O:22])[N:19]([CH:23]([CH3:25])[CH3:24])[C:18]3=[O:26])[CH2:16]2)[CH2:11][CH2:10]1)=[O:8].[CH2:34]([N:36]=[C:37]=[S:38])[CH3:35]. (5) Given the product [C:18]1([C:26]2[CH:27]=[CH:28][CH:29]=[CH:30][CH:31]=2)[CH:23]=[CH:22][CH:21]=[CH:20][C:19]=1[CH2:24][N:13]1[CH2:14][CH2:15][N:10]([C:6]2[CH:7]=[CH:8][CH:9]=[C:4]([C:3]([F:2])([F:16])[F:17])[CH:5]=2)[CH2:11][CH2:12]1, predict the reactants needed to synthesize it. The reactants are: Cl.[F:2][C:3]([F:17])([F:16])[C:4]1[CH:5]=[C:6]([N:10]2[CH2:15][CH2:14][NH:13][CH2:12][CH2:11]2)[CH:7]=[CH:8][CH:9]=1.[C:18]1([C:26]2[CH:31]=[CH:30][CH:29]=[CH:28][CH:27]=2)[C:19]([CH:24]=O)=[CH:20][CH:21]=[CH:22][CH:23]=1.[BH-](OC(C)=O)(OC(C)=O)OC(C)=O.[Na+].C1(C2C=CC=CC=2)C=CC=CC=1CN1CCN(C2C=CC=CC=2)CC1.